This data is from Tyrosyl-DNA phosphodiesterase HTS with 341,365 compounds. The task is: Binary Classification. Given a drug SMILES string, predict its activity (active/inactive) in a high-throughput screening assay against a specified biological target. (1) The molecule is S1(=O)(=O)N(c2c3c1cccc3ccc2)Cc1ccc(cc1)C(=O)N\N=C\c1cccnc1. The result is 0 (inactive). (2) The molecule is S(=O)(=O)(Nc1c(cccc1)C)c1cc2c(=O)c(C(=O)N3CCCCC3)c[nH]c2cc1. The result is 1 (active). (3) The drug is Brc1ccc(cc1)C(=O)/C=C\N(O)C. The result is 0 (inactive). (4) The molecule is O(c1c(CNC(=O)COC(=O)c2ccc(NC(=O)N)cc2)cccc1)C. The result is 0 (inactive). (5) The molecule is S(CC(=O)Nc1c(N2CCOCC2)ccc(c1)C(F)(F)F)c1[nH]c2c(n1)cccc2. The result is 0 (inactive). (6) The molecule is Brc1ccc(S(=O)(=O)N2CCN(CC2)CC(=O)N\N=C\c2c(OCC(O)=O)cccc2)cc1. The result is 0 (inactive). (7) The drug is s1c(Nc2cc(O)c(cc2)C(O)=O)nc(c2cc3c(oc2=O)cccc3)c1. The result is 1 (active). (8) The result is 0 (inactive). The drug is O=C(N1CCN(CC1)Cc1c(OC)c(OC)c(OC)cc1)CC(C)C. (9) The result is 0 (inactive). The compound is S(C1C(C(OC(=O)C1)c1ccc(cc1)c1ccccc1)C)c1ccccc1.